This data is from Forward reaction prediction with 1.9M reactions from USPTO patents (1976-2016). The task is: Predict the product of the given reaction. (1) The product is: [C:3]([O:7][C:8]([N:10]1[C@@H:15]([C@@H:16]([O:42][CH2:43][C:44]2[CH:49]=[CH:48][CH:47]=[CH:46][CH:45]=2)[C@@H:17]([N:27]([CH2:35][C:36]2[CH:37]=[CH:38][CH:39]=[CH:40][CH:41]=2)[CH2:28][C:29]2[CH:34]=[CH:33][CH:32]=[CH:31][CH:30]=2)[CH2:18][C:19]2[CH:24]=[C:23]([F:25])[CH:22]=[C:21]([O:65][CH2:61][CH2:62][CH3:63])[CH:20]=2)[CH2:14][O:13][C@@H:12]([O:50][CH2:51][C:52]([CH3:56])([CH3:55])[CH2:53][F:54])[C@@H:11]1[CH3:57])=[O:9])([CH3:4])([CH3:6])[CH3:5]. Given the reactants [H-].[Na+].[C:3]([O:7][C:8]([N:10]1[C@@H:15]([C@@H:16]([O:42][CH2:43][C:44]2[CH:49]=[CH:48][CH:47]=[CH:46][CH:45]=2)[C@@H:17]([N:27]([CH2:35][C:36]2[CH:41]=[CH:40][CH:39]=[CH:38][CH:37]=2)[CH2:28][C:29]2[CH:34]=[CH:33][CH:32]=[CH:31][CH:30]=2)[CH2:18][C:19]2[CH:24]=[C:23]([F:25])[CH:22]=[C:21](F)[CH:20]=2)[CH2:14][O:13][C@@H:12]([O:50][CH2:51][C:52]([CH3:56])([CH3:55])[CH2:53][F:54])[C@@H:11]1[CH3:57])=[O:9])([CH3:6])([CH3:5])[CH3:4].O.CN1C[CH2:63][CH2:62][C:61]1=[O:65], predict the reaction product. (2) Given the reactants Cl.[CH2:2]([O:4][C:5]([C:7]1[CH:8]=[N:9][N:10]([C:12](=[NH:14])[NH2:13])[CH:11]=1)=[O:6])[CH3:3].Cl[C:16]1[C:25](Cl)=[N:24][C:23]2[C:18](=[CH:19][CH:20]=[CH:21][CH:22]=2)[N:17]=1.C([O-])([O-])=O.[Cs+].[Cs+].Cl, predict the reaction product. The product is: [CH2:2]([O:4][C:5]([C:7]1[CH:8]=[N:9][N:10]([C:12]2[NH:13][C:16]3=[N:17][C:18]4[C:23]([N:24]=[C:25]3[N:14]=2)=[CH:22][CH:21]=[CH:20][CH:19]=4)[CH:11]=1)=[O:6])[CH3:3]. (3) Given the reactants [CH3:1][C:2]1[N:7]=[C:6]([C:8](=[O:20])[CH2:9][C:10]2[CH:11]=[C:12]3[C:17](=[CH:18][CH:19]=2)[N:16]=[CH:15][CH:14]=[CH:13]3)[CH:5]=[CH:4][CH:3]=1.[Br:21]Br, predict the reaction product. The product is: [Br:21][CH:9]([C:10]1[CH:11]=[C:12]2[C:17](=[CH:18][CH:19]=1)[N:16]=[CH:15][CH:14]=[CH:13]2)[C:8]([C:6]1[CH:5]=[CH:4][CH:3]=[C:2]([CH3:1])[N:7]=1)=[O:20].